From a dataset of Full USPTO retrosynthesis dataset with 1.9M reactions from patents (1976-2016). Predict the reactants needed to synthesize the given product. The reactants are: [N:1]1[C:9]2[C:4](=[N:5][CH:6]=[C:7]([C:10]([NH:12][C:13]3([C:16]([OH:18])=O)[CH2:15][CH2:14]3)=[O:11])[CH:8]=2)[NH:3][CH:2]=1.[NH2:19][CH2:20][C:21]1[N:26]=[CH:25][C:24]([NH:27][C:28]2[CH:33]=[CH:32][C:31]([F:34])=[CH:30][C:29]=2[C:35]([F:38])([F:37])[F:36])=[CH:23][CH:22]=1. Given the product [F:34][C:31]1[CH:32]=[CH:33][C:28]([NH:27][C:24]2[CH:23]=[CH:22][C:21]([CH2:20][NH:19][C:16]([C:13]3([NH:12][C:10]([C:7]4[CH:8]=[C:9]5[N:1]=[CH:2][NH:3][C:4]5=[N:5][CH:6]=4)=[O:11])[CH2:14][CH2:15]3)=[O:18])=[N:26][CH:25]=2)=[C:29]([C:35]([F:38])([F:36])[F:37])[CH:30]=1, predict the reactants needed to synthesize it.